From a dataset of Reaction yield outcomes from USPTO patents with 853,638 reactions. Predict the reaction yield, written as a fraction of the theoretical maximum amount of product (1.0 means a 100% yield; for example, 0.34 means a 34% yield). The reactants are [NH:1]1[C:9]2[C:4](=[CH:5][CH:6]=[CH:7][CH:8]=2)[CH:3]=[C:2]1[CH:10]=O.[NH:12]1[C:16]2[CH:17]=[CH:18][CH:19]=[CH:20][C:15]=2[N:14]=[C:13]1[CH2:21][N:22]([CH:28]1[C:37]2[N:36]=[CH:35][CH:34]=[CH:33][C:32]=2[CH2:31][CH2:30][CH2:29]1)[CH2:23][CH2:24][CH2:25][CH2:26][NH2:27].[BH4-].[Na+]. The catalyst is CO. The product is [NH:12]1[C:16]2[CH:17]=[CH:18][CH:19]=[CH:20][C:15]=2[N:14]=[C:13]1[CH2:21][N:22]([CH:28]1[C:37]2[N:36]=[CH:35][CH:34]=[CH:33][C:32]=2[CH2:31][CH2:30][CH2:29]1)[CH2:23][CH2:24][CH2:25][CH2:26][NH:27][CH2:10][C:2]1[NH:1][C:9]2[C:4]([CH:3]=1)=[CH:5][CH:6]=[CH:7][CH:8]=2. The yield is 0.530.